From a dataset of Catalyst prediction with 721,799 reactions and 888 catalyst types from USPTO. Predict which catalyst facilitates the given reaction. (1) Reactant: [Si]([O:8][C@H:9]1[C@H:15]2[CH2:16][N:11]([C:12]3[CH:30]=[CH:29][C:28]([C:31]4[CH:36]=[CH:35][CH:34]=[C:33]([C:37]([F:40])([F:39])[F:38])[CH:32]=4)=[N:27][C:13]=3[N:14]2[C:17]([NH:19][C:20]2[S:21][C:22]([CH3:26])=[C:23]([CH3:25])[N:24]=2)=[O:18])[CH2:10]1)(C(C)(C)C)(C)C.CCCC[N+](CCCC)(CCCC)CCCC.[F-].C1COCC1.O.CCOC(C)=O. Product: [CH3:25][C:23]1[N:24]=[C:20]([NH:19][C:17]([N:14]2[C@@H:15]3[CH2:16][N:11]([CH2:10][C@H:9]3[OH:8])[C:12]3[CH:30]=[CH:29][C:28]([C:31]4[CH:36]=[CH:35][CH:34]=[C:33]([C:37]([F:40])([F:39])[F:38])[CH:32]=4)=[N:27][C:13]2=3)=[O:18])[S:21][C:22]=1[CH3:26]. The catalyst class is: 1. (2) Product: [CH2:1]([CH:3]([CH2:28][CH2:29][CH2:30][CH3:31])[CH2:4][O:5][C:6](=[O:27])[CH2:7][CH2:8][CH2:9][CH2:10][CH2:11][CH2:12][CH2:13][CH:14]([O:26][CH2:39][CH2:38][CH3:37])[CH:15]([O:25][CH2:50][CH2:51][CH3:52])[CH2:16][CH:17]([O:24][CH2:41][CH2:42][CH3:47])[CH2:18][CH2:19][CH2:20][CH2:21][CH2:22][CH3:23])[CH3:2]. The catalyst class is: 113. Reactant: [CH2:1]([CH:3]([CH2:28][CH2:29][CH2:30][CH3:31])[CH2:4][O:5][C:6](=[O:27])[CH2:7][CH2:8][CH2:9][CH2:10][CH2:11][CH2:12][CH2:13][CH:14]([OH:26])[CH:15]([OH:25])[CH2:16][CH:17]([OH:24])[CH2:18][CH2:19][CH2:20][CH2:21][CH2:22][CH3:23])[CH3:2].C(O[C:37](=O)[CH2:38][CH3:39])(=O)CC.[CH3:41][C:42]1[CH:47]=CN=C(N)C=1C.[C:50](O)(=O)[CH2:51][CH3:52]. (3) Reactant: [CH2:1]([C@H:4]1[C:9](=[O:10])[O:8][C@H:7]([C:11]2[CH:16]=[CH:15][CH:14]=[CH:13][CH:12]=2)[C@H:6]([C:17]2[CH:22]=[CH:21][CH:20]=[CH:19][CH:18]=2)[N:5]1[C:23]([O:25][C:26]([CH3:29])([CH3:28])[CH3:27])=[O:24])[CH:2]=[CH2:3].C1OCCOCCOCCOCCOC1.C[Si]([N-][Si](C)(C)C)(C)C.[Na+].Br[CH2:56][CH:57]1[CH2:62][CH2:61][N:60]([C:63]([O:65][CH2:66][CH2:67][Si:68]([CH3:71])([CH3:70])[CH3:69])=[O:64])[CH2:59][CH2:58]1.[Cl-].[NH4+]. Product: [CH2:1]([C@:4]1([CH2:56][CH:57]2[CH2:62][CH2:61][N:60]([C:63]([O:65][CH2:66][CH2:67][Si:68]([CH3:69])([CH3:71])[CH3:70])=[O:64])[CH2:59][CH2:58]2)[C:9](=[O:10])[O:8][C@H:7]([C:11]2[CH:16]=[CH:15][CH:14]=[CH:13][CH:12]=2)[C@H:6]([C:17]2[CH:22]=[CH:21][CH:20]=[CH:19][CH:18]=2)[N:5]1[C:23]([O:25][C:26]([CH3:29])([CH3:28])[CH3:27])=[O:24])[CH:2]=[CH2:3]. The catalyst class is: 1. (4) Reactant: N1CCSCC1.C(=O)([O-])[O-].[K+].[K+].BrCC[C:16]12[CH:26]=[CH:25][CH:24]=[CH:23][CH:17]1[C:18]([NH:20][C:21]2=[O:22])=[O:19]. Product: [C:18]1(=[O:19])[C:17]2[C:16](=[CH:26][CH:25]=[CH:24][CH:23]=2)[C:21](=[O:22])[NH:20]1. The catalyst class is: 21. (5) Reactant: [C:1]1([C:7]2[O:8][C:9]([C:15]([F:18])([F:17])[F:16])=[C:10]([C:12]([OH:14])=O)[N:11]=2)[CH:6]=[CH:5][CH:4]=[CH:3][CH:2]=1.F[P-](F)(F)(F)(F)F.Br[P+](N1CCCC1)(N1CCCC1)N1CCCC1.[NH2:43][C:44]1[CH:49]=[CH:48][C:47]([C:50]2[CH:55]=[CH:54][C:53]([C:56]([C@@H:58]3[CH2:62][CH2:61][CH2:60][C@H:59]3[C:63]([OH:65])=[O:64])=[O:57])=[CH:52][CH:51]=2)=[CH:46][CH:45]=1.C(N(C(C)C)CC)(C)C. Product: [C:1]1([C:7]2[O:8][C:9]([C:15]([F:18])([F:17])[F:16])=[C:10]([C:12]([NH:43][C:44]3[CH:45]=[CH:46][C:47]([C:50]4[CH:55]=[CH:54][C:53]([C:56]([C@@H:58]5[CH2:62][CH2:61][CH2:60][C@H:59]5[C:63]([OH:65])=[O:64])=[O:57])=[CH:52][CH:51]=4)=[CH:48][CH:49]=3)=[O:14])[N:11]=2)[CH:2]=[CH:3][CH:4]=[CH:5][CH:6]=1. The catalyst class is: 2.